This data is from Forward reaction prediction with 1.9M reactions from USPTO patents (1976-2016). The task is: Predict the product of the given reaction. (1) Given the reactants [N+:1]([C:4]1[CH:9]=[CH:8][C:7]([OH:10])=[CH:6][CH:5]=1)([O-:3])=[O:2].Cl.Cl[CH2:13][CH2:14][N:15]1[CH2:20][CH2:19][O:18][CH2:17][CH2:16]1.C(=O)([O-])[O-].[K+].[K+], predict the reaction product. The product is: [N+:1]([C:4]1[CH:9]=[CH:8][C:7]([O:10][CH2:13][CH2:14][N:15]2[CH2:20][CH2:19][O:18][CH2:17][CH2:16]2)=[CH:6][CH:5]=1)([O-:3])=[O:2]. (2) Given the reactants [C:1]1([C@@H:7]2[CH2:12][CH2:11][CH2:10][C:9](=O)[CH2:8]2)[CH:6]=[CH:5][CH:4]=[CH:3][CH:2]=1.[C:14]1([C@H:24]([NH2:26])[CH3:25])[C:23]2[C:18](=[CH:19][CH:20]=[CH:21][CH:22]=2)[CH:17]=[CH:16][CH:15]=1, predict the reaction product. The product is: [C:14]1([C@H:24]([NH:26][CH:9]2[CH2:10][CH2:11][CH2:12][C@@H:7]([C:1]3[CH:6]=[CH:5][CH:4]=[CH:3][CH:2]=3)[CH2:8]2)[CH3:25])[C:23]2[C:18](=[CH:19][CH:20]=[CH:21][CH:22]=2)[CH:17]=[CH:16][CH:15]=1. (3) Given the reactants C([O:5][C:6]([CH:8]1[CH2:11][N:10]([C:12]2[C:22]([C:23]#[N:24])=[CH:21][C:15]([C:16]([O:18][CH2:19][CH3:20])=[O:17])=[C:14]([O:25][CH2:26][CH:27]([F:29])[F:28])[N:13]=2)[CH2:9]1)=[O:7])(C)(C)C, predict the reaction product. The product is: [C:23]([C:22]1[C:12]([N:10]2[CH2:11][CH:8]([C:6]([OH:7])=[O:5])[CH2:9]2)=[N:13][C:14]([O:25][CH2:26][CH:27]([F:28])[F:29])=[C:15]([C:16]([O:18][CH2:19][CH3:20])=[O:17])[CH:21]=1)#[N:24]. (4) The product is: [Br:31][CH2:12][CH2:11][CH2:10][C:7]1[CH:8]=[CH:9][C:4]([N+:1]([O-:3])=[O:2])=[CH:5][CH:6]=1. Given the reactants [N+:1]([C:4]1[CH:9]=[CH:8][C:7]([CH2:10][CH2:11][CH2:12]O)=[CH:6][CH:5]=1)([O-:3])=[O:2].CC1C=CC=C(C)N=1.CS(OS(C)(=O)=O)(=O)=O.[Br-:31].[Li+], predict the reaction product.